From a dataset of Catalyst prediction with 721,799 reactions and 888 catalyst types from USPTO. Predict which catalyst facilitates the given reaction. Product: [C:11]([O:10][C:8]([N:5]1[CH2:4][CH2:3][CH:2]([O:1][S:22]([CH3:21])(=[O:24])=[O:23])[CH2:7][CH2:6]1)=[O:9])([CH3:14])([CH3:13])[CH3:12]. The catalyst class is: 154. Reactant: [OH:1][CH:2]1[CH2:7][CH2:6][N:5]([C:8]([O:10][C:11]([CH3:14])([CH3:13])[CH3:12])=[O:9])[CH2:4][CH2:3]1.N1C=CC=CC=1.[CH3:21][S:22](Cl)(=[O:24])=[O:23].